This data is from NCI-60 drug combinations with 297,098 pairs across 59 cell lines. The task is: Regression. Given two drug SMILES strings and cell line genomic features, predict the synergy score measuring deviation from expected non-interaction effect. Drug 1: C1=CC(=CC=C1CC(C(=O)O)N)N(CCCl)CCCl.Cl. Drug 2: CC1=C(C=C(C=C1)C(=O)NC2=CC(=CC(=C2)C(F)(F)F)N3C=C(N=C3)C)NC4=NC=CC(=N4)C5=CN=CC=C5. Cell line: K-562. Synergy scores: CSS=58.3, Synergy_ZIP=-0.510, Synergy_Bliss=-1.00, Synergy_Loewe=-24.1, Synergy_HSA=-0.578.